Dataset: Peptide-MHC class II binding affinity with 134,281 pairs from IEDB. Task: Regression. Given a peptide amino acid sequence and an MHC pseudo amino acid sequence, predict their binding affinity value. This is MHC class II binding data. (1) The peptide sequence is CISMIGLCACVVDVW. The MHC is DRB4_0101 with pseudo-sequence QEFFIASGAAVDAIMEACNIYYDLRRETYYVVFT. The binding affinity (normalized) is 0.378. (2) The peptide sequence is TQLVLSSMVNPLVLS. The MHC is DRB1_0101 with pseudo-sequence DRB1_0101. The binding affinity (normalized) is 1.00. (3) The peptide sequence is GDKFLANVSTVLTGK. The MHC is DRB1_0802 with pseudo-sequence DRB1_0802. The binding affinity (normalized) is 1.00. (4) The peptide sequence is ALLPRAGAAAAAALP. The MHC is HLA-DPA10301-DPB10402 with pseudo-sequence HLA-DPA10301-DPB10402. The binding affinity (normalized) is 0.205. (5) The peptide sequence is NHFFNHHKVMLLGHS. The MHC is DRB1_1001 with pseudo-sequence DRB1_1001. The binding affinity (normalized) is 0.555. (6) The peptide sequence is EPAYFATAESVRDHL. The MHC is DRB1_0101 with pseudo-sequence DRB1_0101. The binding affinity (normalized) is 0.503. (7) The peptide sequence is GVLVATNFFGINTIP. The MHC is DRB3_0101 with pseudo-sequence DRB3_0101. The binding affinity (normalized) is 0.308. (8) The peptide sequence is SEFENDEHIILYLVN. The MHC is HLA-DQA10501-DQB10301 with pseudo-sequence HLA-DQA10501-DQB10301. The binding affinity (normalized) is 0.117. (9) The peptide sequence is VGSLQYLALTALITPKK. The MHC is HLA-DQA10301-DQB10301 with pseudo-sequence HLA-DQA10301-DQB10301. The binding affinity (normalized) is 0.486. (10) The peptide sequence is IAATAANAAPTNDKF. The MHC is DRB1_0301 with pseudo-sequence DRB1_0301. The binding affinity (normalized) is 0.